This data is from Full USPTO retrosynthesis dataset with 1.9M reactions from patents (1976-2016). The task is: Predict the reactants needed to synthesize the given product. (1) Given the product [CH3:1][C:2]1([CH:9]2[CH2:14][CH2:13][CH2:12][CH2:11][CH:10]2[CH3:15])[NH:6][C:5](=[O:7])[N:4]([CH2:17][C:18](=[O:19])[C:20]2[CH:25]=[CH:24][CH:23]=[CH:22][CH:21]=2)[C:3]1=[O:8], predict the reactants needed to synthesize it. The reactants are: [CH3:1][C:2]1([CH:9]2[CH2:14][CH2:13][CH2:12][CH2:11][CH:10]2[CH3:15])[NH:6][C:5](=[O:7])[NH:4][C:3]1=[O:8].Br[CH2:17][C:18]([C:20]1[CH:25]=[CH:24][CH:23]=[CH:22][CH:21]=1)=[O:19]. (2) Given the product [Cl:1][C:2]1[C:11]2[C:6](=[CH:7][CH:8]=[C:9]([C:12]([C:14]3[N:18]([CH3:19])[C:17]([CH3:20])=[N:16][CH:15]=3)=[O:13])[CH:10]=2)[N:5]=[C:4]([CH2:21][CH3:22])[C:3]=1[CH2:23][C:24]1[CH:25]=[CH:26][C:27]([C:30]([F:32])([F:31])[F:33])=[CH:28][CH:29]=1, predict the reactants needed to synthesize it. The reactants are: [Cl:1][C:2]1[C:11]2[C:6](=[CH:7][CH:8]=[C:9]([CH:12]([C:14]3[N:18]([CH3:19])[C:17]([CH3:20])=[N:16][CH:15]=3)[OH:13])[CH:10]=2)[N:5]=[C:4]([CH2:21][CH3:22])[C:3]=1[CH2:23][C:24]1[CH:29]=[CH:28][C:27]([C:30]([F:33])([F:32])[F:31])=[CH:26][CH:25]=1.ClCCl.